This data is from Full USPTO retrosynthesis dataset with 1.9M reactions from patents (1976-2016). The task is: Predict the reactants needed to synthesize the given product. (1) Given the product [NH2:23][C:19]1[CH:18]=[C:17]([O:16][C:15]2[CH:31]=[CH:32][C:12]([NH:11][C:9](=[O:10])[O:8][CH2:1][C:2]3[CH:7]=[CH:6][CH:5]=[CH:4][CH:3]=3)=[C:13]([F:33])[CH:14]=2)[CH:22]=[CH:21][N:20]=1, predict the reactants needed to synthesize it. The reactants are: [CH2:1]([O:8][C:9]([NH:11][C:12]1[CH:32]=[CH:31][C:15]([O:16][C:17]2[CH:22]=[CH:21][N:20]=[C:19]([NH:23]C(=O)OC(C)(C)C)[CH:18]=2)=[CH:14][C:13]=1[F:33])=[O:10])[C:2]1[CH:7]=[CH:6][CH:5]=[CH:4][CH:3]=1. (2) Given the product [F:1][C:2]1[CH:9]=[CH:8][C:5]([CH:6]=[N:18][OH:19])=[CH:4][C:3]=1[O:10][C:11]1[CH:16]=[CH:15][CH:14]=[CH:13][CH:12]=1, predict the reactants needed to synthesize it. The reactants are: [F:1][C:2]1[CH:9]=[CH:8][C:5]([CH:6]=O)=[CH:4][C:3]=1[O:10][C:11]1[CH:16]=[CH:15][CH:14]=[CH:13][CH:12]=1.Cl.[NH2:18][OH:19].C(N(CC)CC)C.Cl.